The task is: Predict the product of the given reaction.. This data is from Forward reaction prediction with 1.9M reactions from USPTO patents (1976-2016). (1) Given the reactants [N:1]1[CH:6]=[CH:5][CH:4]=[N:3][C:2]=1[N:7]1[C:15]2CCNCC=2[N:9]=[N:8]1.[F:16][C:17]1[C:25]([C:26]([F:29])([F:28])[F:27])=[N:24][CH:23]=[CH:22][C:18]=1[C:19]([OH:21])=O.ClC1C(C(F)(F)[F:41])=CC=CC=1C(O)=O.CC[N:46]([CH:50]([CH3:52])[CH3:51])[CH:47]([CH3:49])C, predict the reaction product. The product is: [F:16][C:17]1[C:25]([C:26]([F:29])([F:28])[F:27])=[N:24][CH:23]=[CH:22][C:18]=1[C:19]([N:46]1[CH2:47][CH2:49][C:15]2[N:7]([C:2]3[N:3]=[CH:4][C:5]([F:41])=[CH:6][N:1]=3)[N:8]=[N:9][C:52]=2[C@@H:50]1[CH3:51])=[O:21]. (2) Given the reactants [F:1][C:2]1[CH:3]=[C:4]([C:20]2[C:21]([C:26]#[N:27])=[CH:22][CH:23]=[CH:24][CH:25]=2)[CH:5]=[CH:6][C:7]=1[CH2:8][C:9]1[C:14](=[O:15])[NH:13][C:12]([CH3:16])=[N:11][C:10]=1[CH2:17][CH2:18][CH3:19].[CH3:28][C:29]1([CH3:42])[CH2:38][CH2:37][C:36]2[C:31](=[CH:32][CH:33]=[C:34](B(O)O)[CH:35]=2)[O:30]1.N1C=CC=CC=1.C(N(CC)CC)C, predict the reaction product. The product is: [CH3:28][C:29]1([CH3:42])[CH2:38][CH2:37][C:36]2[C:31](=[CH:32][CH:33]=[C:34]([N:13]3[C:14](=[O:15])[C:9]([CH2:8][C:7]4[CH:6]=[CH:5][C:4]([C:20]5[C:21]([C:26]#[N:27])=[CH:22][CH:23]=[CH:24][CH:25]=5)=[CH:3][C:2]=4[F:1])=[C:10]([CH2:17][CH2:18][CH3:19])[N:11]=[C:12]3[CH3:16])[CH:35]=2)[O:30]1.